Dataset: Reaction yield outcomes from USPTO patents with 853,638 reactions. Task: Predict the reaction yield, written as a fraction of the theoretical maximum amount of product (1.0 means a 100% yield; for example, 0.34 means a 34% yield). (1) The reactants are Br[C:2]1[CH:7]=[CH:6][C:5]([Br:8])=[CH:4][N:3]=1.[OH:9][C@H:10]1[CH2:14][CH2:13][NH:12][CH2:11]1. The catalyst is C1(C)C=CC=CC=1. The product is [Br:8][C:5]1[CH:6]=[CH:7][C:2]([N:12]2[CH2:13][CH2:14][C@H:10]([OH:9])[CH2:11]2)=[N:3][CH:4]=1. The yield is 0.550. (2) The reactants are [O:1]1[C:10]2[CH:9]=[C:8]([CH2:11][N:12]([CH:20]3[CH2:29][CH2:28][C:27]4[C:22](=[CH:23][CH:24]=[C:25]([N:30]5[C:35](=[O:36])[CH2:34][NH:33][C:32]6[CH:37]=[CH:38][C:39]([O:41][CH3:42])=[N:40][C:31]5=6)[CH:26]=4)[CH2:21]3)[C:13](=[O:19])[O:14][C:15]([CH3:18])([CH3:17])[CH3:16])[N:7]=[CH:6][C:5]=2[O:4][CH2:3][CH2:2]1. The catalyst is C(Cl)Cl.[O-2].[Mn+2]. The product is [O:1]1[C:10]2[CH:9]=[C:8]([CH2:11][N:12]([CH:20]3[CH2:29][CH2:28][C:27]4[C:22](=[CH:23][CH:24]=[C:25]([N:30]5[C:35](=[O:36])[CH:34]=[N:33][C:32]6[CH:37]=[CH:38][C:39]([O:41][CH3:42])=[N:40][C:31]5=6)[CH:26]=4)[CH2:21]3)[C:13](=[O:19])[O:14][C:15]([CH3:18])([CH3:17])[CH3:16])[N:7]=[CH:6][C:5]=2[O:4][CH2:3][CH2:2]1. The yield is 0.780. (3) The reactants are S(C1C=CC(C)=CC=1)(O)(=O)=O.[F:12][C:13]1[CH:18]=[CH:17][C:16]([C:19](=[O:40])[CH2:20][CH2:21][CH2:22][N:23]2[CH2:39][CH2:38][C@@H:26]3[N:27]4[C:36]5[C:35]([C@@H:25]3[CH2:24]2)=[CH:34][CH:33]=[CH:32][C:31]=5[N:30]([CH3:37])[CH2:29][CH2:28]4)=[CH:15][CH:14]=1.[BH4-].[Na+]. The catalyst is CO. The product is [F:12][C:13]1[CH:18]=[CH:17][C:16]([CH:19]([OH:40])[CH2:20][CH2:21][CH2:22][N:23]2[CH2:39][CH2:38][C@@H:26]3[N:27]4[C:36]5[C:35]([C@@H:25]3[CH2:24]2)=[CH:34][CH:33]=[CH:32][C:31]=5[N:30]([CH3:37])[CH2:29][CH2:28]4)=[CH:15][CH:14]=1. The yield is 0.990. (4) The reactants are P(=O)(O)(O)O.[CH2:6]([O:8][C:9]([C:11]1[C:21]([CH2:22][CH2:23][CH:24](O)[C:25]2[CH:30]=[CH:29][CH:28]=[CH:27][CH:26]=2)=[C:20]([OH:32])[C:14]2[N:15]=[C:16]([CH3:19])[N:17]([CH3:18])[C:13]=2[CH:12]=1)=[O:10])[CH3:7].[OH-].[Na+]. No catalyst specified. The product is [CH2:6]([O:8][C:9]([C:11]1[C:21]2[CH2:22][CH2:23][CH:24]([C:25]3[CH:26]=[CH:27][CH:28]=[CH:29][CH:30]=3)[O:32][C:20]=2[C:14]2[N:15]=[C:16]([CH3:19])[N:17]([CH3:18])[C:13]=2[CH:12]=1)=[O:10])[CH3:7]. The yield is 0.860. (5) The reactants are [NH2:1][C:2]1[S:10][C:5]2[CH2:6][O:7][CH2:8][CH2:9][C:4]=2[C:3]=1[C:11]([NH2:13])=[O:12].N1C=CC=CC=1.Cl[C:21]([O:23][C:24]1[CH:29]=[CH:28][CH:27]=[CH:26][CH:25]=1)=[O:22]. The catalyst is O1CCCC1.O. The product is [C:24]1([O:23][C:21](=[O:22])[NH:1][C:2]2[S:10][C:5]3[CH2:6][O:7][CH2:8][CH2:9][C:4]=3[C:3]=2[C:11](=[O:12])[NH2:13])[CH:29]=[CH:28][CH:27]=[CH:26][CH:25]=1. The yield is 0.810. (6) The product is [CH2:1]([O:4][N:5]([C@H:18]1[CH2:23][N:22]([C:24]([O:26][C:27]([CH3:28])([CH3:30])[CH3:29])=[O:25])[C@H:21]([C:31]([OH:36])=[O:32])[CH:20]=[C:19]1[CH3:33])[S:6]([C:9]1[CH:14]=[CH:13][CH:12]=[CH:11][C:10]=1[N+:15]([O-:17])=[O:16])(=[O:8])=[O:7])[CH:2]=[CH2:3]. The catalyst is C(#N)C.I(O)(=O)(=O)=O.[O-2].[Cr+3].[O-2].[O-2].[Cr+3]. The yield is 0.810. The reactants are [CH2:1]([O:4][N:5]([C@H:18]1[CH2:23][N:22]([C:24]([O:26][C:27]([CH3:30])([CH3:29])[CH3:28])=[O:25])[C@H:21]([CH2:31][OH:32])[CH:20]=[C:19]1[CH3:33])[S:6]([C:9]1[CH:14]=[CH:13][CH:12]=[CH:11][C:10]=1[N+:15]([O-:17])=[O:16])(=[O:8])=[O:7])[CH:2]=[CH2:3].CC[O:36]CC. (7) The reactants are [CH2:1]([N:8]1[CH:13]=[CH:12][C:11]([O:14][CH2:15][C:16]2[CH:21]=[CH:20][CH:19]=[CH:18][CH:17]=2)=[C:10](I)[C:9]1=[O:23])[C:2]1[CH:7]=[CH:6][CH:5]=[CH:4][CH:3]=1.[CH:24]([Sn](CCCC)(CCCC)CCCC)=[CH2:25].CN(C=O)C. The catalyst is C(#N)C. The product is [CH2:1]([N:8]1[CH:13]=[CH:12][C:11]([O:14][CH2:15][C:16]2[CH:21]=[CH:20][CH:19]=[CH:18][CH:17]=2)=[C:10]([CH:24]=[CH2:25])[C:9]1=[O:23])[C:2]1[CH:7]=[CH:6][CH:5]=[CH:4][CH:3]=1. The yield is 0.500. (8) The product is [NH2:40][C:2]1[N:7]=[C:6]([C:8]2[S:12][C:11]([N:13]3[CH2:18][C@H:17]([CH3:19])[O:16][C@H:15]([CH3:20])[CH2:14]3)=[N:10][C:9]=2[C:21]2[C:22]([F:39])=[C:23]([NH:27][S:28]([C:31]3[CH:36]=[C:35]([F:37])[CH:34]=[CH:33][C:32]=3[F:38])(=[O:30])=[O:29])[CH:24]=[CH:25][CH:26]=2)[CH:5]=[CH:4][N:3]=1. The reactants are Cl[C:2]1[N:7]=[C:6]([C:8]2[S:12][C:11]([N:13]3[CH2:18][C@H:17]([CH3:19])[O:16][C@H:15]([CH3:20])[CH2:14]3)=[N:10][C:9]=2[C:21]2[C:22]([F:39])=[C:23]([NH:27][S:28]([C:31]3[CH:36]=[C:35]([F:37])[CH:34]=[CH:33][C:32]=3[F:38])(=[O:30])=[O:29])[CH:24]=[CH:25][CH:26]=2)[CH:5]=[CH:4][N:3]=1.[NH4+:40].[OH-]. The yield is 0.750. The catalyst is O1CCOCC1. (9) The reactants are [CH:1]([O:4][C:5]1[N:6]=[C:7]([CH3:15])[S:8][C:9]=1[C:10]([O:12][CH2:13][CH3:14])=[O:11])([CH3:3])[CH3:2].[Br:16]N1C(=O)CCC1=O.C(Cl)(Cl)(Cl)Cl.N(C(C)(C)C#N)=NC(C)(C)C#N. The catalyst is C(OCC)(=O)C.CCCCCC. The product is [Br:16][CH2:15][C:7]1[S:8][C:9]([C:10]([O:12][CH2:13][CH3:14])=[O:11])=[C:5]([O:4][CH:1]([CH3:3])[CH3:2])[N:6]=1. The yield is 0.650. (10) The reactants are [O:1]1[CH2:6][CH2:5][N:4]([C:7]2[N:12]=[CH:11][C:10]([NH:13][C:14]3[N:15]=[CH:16][C:17]4[S:22][CH:21]=[C:20]([C:23]5[CH:33]=[CH:32][C:26]([C:27](OCC)=[O:28])=[CH:25][CH:24]=5)[C:18]=4[N:19]=3)=[CH:9][CH:8]=2)[CH2:3][CH2:2]1.[H-].[Al+3].[Li+].[H-].[H-].[H-]. The catalyst is O1CCCC1.C(OCC)C. The product is [O:1]1[CH2:6][CH2:5][N:4]([C:7]2[N:12]=[CH:11][C:10]([NH:13][C:14]3[N:15]=[CH:16][C:17]4[S:22][CH:21]=[C:20]([C:23]5[CH:33]=[CH:32][C:26]([CH2:27][OH:28])=[CH:25][CH:24]=5)[C:18]=4[N:19]=3)=[CH:9][CH:8]=2)[CH2:3][CH2:2]1. The yield is 0.950.